From a dataset of Reaction yield outcomes from USPTO patents with 853,638 reactions. Predict the reaction yield, written as a fraction of the theoretical maximum amount of product (1.0 means a 100% yield; for example, 0.34 means a 34% yield). (1) The reactants are Cl[C:2]1[N:10]=[C:9]2[C:5]([N:6]=[C:7]([CH2:12][N:13]3[CH2:16][CH:15]([CH:17]4[CH2:22][CH2:21][O:20][CH2:19][CH2:18]4)[CH2:14]3)[N:8]2[CH3:11])=[C:4]([N:23]2[CH2:28][CH2:27][O:26][CH2:25][CH2:24]2)[N:3]=1.[NH:29]1[C:33]2[CH:34]=[CH:35][CH:36]=[CH:37][C:32]=2[N:31]=[C:30]1CN.CC(C1C=C(C(C)C)C(C2C=CC=CC=2P(C2CCCCC2)C2CCCCC2)=C(C(C)C)C=1)C.C([O-])([O-])=O.[Cs+].[Cs+].[CH3:80][N:81](C=O)C. The catalyst is C1C=CC(/C=C/C(/C=C/C2C=CC=CC=2)=O)=CC=1.C1C=CC(/C=C/C(/C=C/C2C=CC=CC=2)=O)=CC=1.C1C=CC(/C=C/C(/C=C/C2C=CC=CC=2)=O)=CC=1.[Pd].[Pd]. The product is [CH3:80][NH:81][C:30]1[N:29]([C:2]2[N:10]=[C:9]3[C:5]([N:6]=[C:7]([CH2:12][N:13]4[CH2:16][CH:15]([CH:17]5[CH2:18][CH2:19][O:20][CH2:21][CH2:22]5)[CH2:14]4)[N:8]3[CH3:11])=[C:4]([N:23]3[CH2:28][CH2:27][O:26][CH2:25][CH2:24]3)[N:3]=2)[C:33]2[CH:34]=[CH:35][CH:36]=[CH:37][C:32]=2[N:31]=1. The yield is 0.690. (2) The reactants are [NH2:1][C:2]1[CH:7]=[C:6]([CH2:8][OH:9])[CH:5]=[CH:4][N:3]=1.[C:10](O[C:10]([O:12][C:13]([CH3:16])([CH3:15])[CH3:14])=[O:11])([O:12][C:13]([CH3:16])([CH3:15])[CH3:14])=[O:11]. The catalyst is CC(O)(C)C. The product is [OH:9][CH2:8][C:6]1[CH:5]=[CH:4][N:3]=[C:2]([NH:1][C:10](=[O:11])[O:12][C:13]([CH3:16])([CH3:15])[CH3:14])[CH:7]=1. The yield is 0.710. (3) The yield is 0.950. The catalyst is C1COCC1. The product is [C:1]1([C:19]2[CH:20]=[CH:21][CH:22]=[CH:23][CH:24]=2)[CH:6]=[CH:5][C:4]([O:7][CH2:8][CH2:9][CH2:10][CH2:11][CH2:12][CH2:13][C:14]([O-:16])=[O:15])=[CH:3][CH:2]=1.[Li+:25]. The reactants are [C:1]1([C:19]2[CH:24]=[CH:23][CH:22]=[CH:21][CH:20]=2)[CH:6]=[CH:5][C:4]([O:7][CH2:8][CH2:9][CH2:10][CH2:11][CH2:12][CH2:13][C:14]([O:16]CC)=[O:15])=[CH:3][CH:2]=1.[Li+:25].[OH-]. (4) The reactants are C(=O)([O-])[O-].[Na+].[Na+].[CH:7]1[C:19]2[CH:18]([CH2:20][O:21][C:22](Cl)=[O:23])[C:17]3[C:12](=[CH:13][CH:14]=[CH:15][CH:16]=3)[C:11]=2[CH:10]=[CH:9][CH:8]=1.[Cl:25][C@H:26]1[CH2:30][NH:29][C@@H:28]2[C@@H:31]([OH:34])[CH2:32][O:33][C@H:27]12. The catalyst is O.O1CCOCC1. The product is [Cl:25][C@H:26]1[CH2:30][N:29]([C:22]([O:21][CH2:20][CH:18]2[C:19]3[CH:7]=[CH:8][CH:9]=[CH:10][C:11]=3[C:16]3[C:17]2=[CH:12][CH:13]=[CH:14][CH:15]=3)=[O:23])[C@@H:28]2[C@@H:31]([OH:34])[CH2:32][O:33][C@H:27]12. The yield is 0.870.